This data is from Merck oncology drug combination screen with 23,052 pairs across 39 cell lines. The task is: Regression. Given two drug SMILES strings and cell line genomic features, predict the synergy score measuring deviation from expected non-interaction effect. (1) Drug 1: Cn1nnc2c(C(N)=O)ncn2c1=O. Drug 2: O=C(O)C1(Cc2cccc(Nc3nccs3)n2)CCC(Oc2cccc(Cl)c2F)CC1. Cell line: SKOV3. Synergy scores: synergy=8.77. (2) Synergy scores: synergy=11.8. Cell line: HT144. Drug 1: CCC1=CC2CN(C1)Cc1c([nH]c3ccccc13)C(C(=O)OC)(c1cc3c(cc1OC)N(C)C1C(O)(C(=O)OC)C(OC(C)=O)C4(CC)C=CCN5CCC31C54)C2. Drug 2: COC1CC2CCC(C)C(O)(O2)C(=O)C(=O)N2CCCCC2C(=O)OC(C(C)CC2CCC(OP(C)(C)=O)C(OC)C2)CC(=O)C(C)C=C(C)C(O)C(OC)C(=O)C(C)CC(C)C=CC=CC=C1C. (3) Drug 2: CCC1(O)C(=O)OCc2c1cc1n(c2=O)Cc2cc3c(CN(C)C)c(O)ccc3nc2-1. Drug 1: COC1CC2CCC(C)C(O)(O2)C(=O)C(=O)N2CCCCC2C(=O)OC(C(C)CC2CCC(OP(C)(C)=O)C(OC)C2)CC(=O)C(C)C=C(C)C(O)C(OC)C(=O)C(C)CC(C)C=CC=CC=C1C. Synergy scores: synergy=27.9. Cell line: A375. (4) Drug 1: COc1cccc2c1C(=O)c1c(O)c3c(c(O)c1C2=O)CC(O)(C(=O)CO)CC3OC1CC(N)C(O)C(C)O1. Drug 2: C=CCn1c(=O)c2cnc(Nc3ccc(N4CCN(C)CC4)cc3)nc2n1-c1cccc(C(C)(C)O)n1. Cell line: HT144. Synergy scores: synergy=15.5. (5) Drug 1: N#Cc1ccc(Cn2cncc2CN2CCN(c3cccc(Cl)c3)C(=O)C2)cc1. Drug 2: CCc1c2c(nc3ccc(O)cc13)-c1cc3c(c(=O)n1C2)COC(=O)C3(O)CC. Cell line: EFM192B. Synergy scores: synergy=6.75. (6) Drug 1: CCC1(O)CC2CN(CCc3c([nH]c4ccccc34)C(C(=O)OC)(c3cc4c(cc3OC)N(C)C3C(O)(C(=O)OC)C(OC(C)=O)C5(CC)C=CCN6CCC43C65)C2)C1. Drug 2: CS(=O)(=O)CCNCc1ccc(-c2ccc3ncnc(Nc4ccc(OCc5cccc(F)c5)c(Cl)c4)c3c2)o1. Cell line: NCIH1650. Synergy scores: synergy=-7.89. (7) Drug 1: CN1C(=O)C=CC2(C)C3CCC4(C)C(NC(=O)OCC(F)(F)F)CCC4C3CCC12. Drug 2: Cc1nc(Nc2ncc(C(=O)Nc3c(C)cccc3Cl)s2)cc(N2CCN(CCO)CC2)n1. Cell line: A375. Synergy scores: synergy=-14.1.